From a dataset of Forward reaction prediction with 1.9M reactions from USPTO patents (1976-2016). Predict the product of the given reaction. (1) Given the reactants [CH:1](O)=[O:2].CN(C(ON1N=NC2C=CC=NC1=2)=[N+](C)C)C.F[P-](F)(F)(F)(F)F.CCN(C(C)C)C(C)C.[NH2:37][C@H:38]([CH2:47][C:48]1[CH:53]=[CH:52][C:51]([C:54]2[CH:59]=[CH:58][CH:57]=[C:56]([Cl:60])[CH:55]=2)=[CH:50][CH:49]=1)[CH2:39][C@:40]([CH2:45][OH:46])([CH3:44])[C:41]([OH:43])=[O:42], predict the reaction product. The product is: [Cl:60][C:56]1[CH:55]=[C:54]([C:51]2[CH:52]=[CH:53][C:48]([CH2:47][C@@H:38]([NH:37][CH:1]=[O:2])[CH2:39][C@:40]([CH2:45][OH:46])([CH3:44])[C:41]([OH:43])=[O:42])=[CH:49][CH:50]=2)[CH:59]=[CH:58][CH:57]=1. (2) Given the reactants [H-].[Na+].[CH3:3][CH:4]([CH3:8])[CH:5]([OH:7])[CH3:6].Cl[C:10]1[C:15]([CH3:16])=[C:14](Cl)[N:13]=[CH:12][N:11]=1.[CH2:18]([OH:22])[C:19]#[C:20][CH3:21].[Cl-].[NH4+], predict the reaction product. The product is: [CH2:18]([O:22][C:10]1[C:15]([CH3:16])=[C:14]([O:7][CH:5]([CH3:6])[CH:4]([CH3:8])[CH3:3])[N:13]=[CH:12][N:11]=1)[C:19]#[C:20][CH3:21]. (3) Given the reactants [CH2:1]([C:3]([C:21]1[S:25][C:24]([C:26]([OH:28])=O)=[C:23]([CH3:29])[CH:22]=1)([C:6]1[CH:11]=[CH:10][C:9]([O:12][CH2:13][CH:14]([OH:19])[C:15]([CH3:18])([CH3:17])[CH3:16])=[C:8]([CH3:20])[CH:7]=1)[CH2:4][CH3:5])[CH3:2].CCN(CC)CC.[NH2:37][CH2:38][CH2:39][S:40]([CH3:43])(=[O:42])=[O:41].CCN=C=NCCCN(C)C.Cl.C1C=CC2N(O)N=NC=2C=1, predict the reaction product. The product is: [CH3:43][S:40]([CH2:39][CH2:38][NH:37][C:26]([C:24]1[S:25][C:21]([C:3]([CH2:1][CH3:2])([C:6]2[CH:11]=[CH:10][C:9]([O:12][CH2:13][CH:14]([OH:19])[C:15]([CH3:17])([CH3:16])[CH3:18])=[C:8]([CH3:20])[CH:7]=2)[CH2:4][CH3:5])=[CH:22][C:23]=1[CH3:29])=[O:28])(=[O:42])=[O:41]. (4) Given the reactants [CH3:1][C:2]1[NH:3][C:4]2[C:5]([N:11]=1)=[N:6][CH:7]=[CH:8][C:9]=2[CH3:10].ClC1C=CC=C(C(OO)=[O:20])C=1, predict the reaction product. The product is: [CH3:1][C:2]1[NH:3][C:4]2[C:5]([N:11]=1)=[N+:6]([O-:20])[CH:7]=[CH:8][C:9]=2[CH3:10].